From a dataset of Full USPTO retrosynthesis dataset with 1.9M reactions from patents (1976-2016). Predict the reactants needed to synthesize the given product. Given the product [C:27]([N:24]1[CH2:25][CH2:26][C@@H:22]([NH:21][S:8]([C:6]2[CH:7]=[C:2]([CH3:1])[CH:3]=[CH:4][C:5]=2[O:12][CH3:13])(=[O:10])=[O:9])[CH2:23]1)#[N:16], predict the reactants needed to synthesize it. The reactants are: [CH3:1][C:2]1[CH:3]=[CH:4][C:5]([O:12][CH3:13])=[C:6]([S:8](Cl)(=[O:10])=[O:9])[CH:7]=1.C([N:16](CC)CC)C.[NH2:21][C@@H:22]1[CH2:26][CH2:25][N:24]([C:27](OC(C)(C)C)=O)[CH2:23]1.CCN(C(C)C)C(C)C.BrC#N.